From a dataset of Catalyst prediction with 721,799 reactions and 888 catalyst types from USPTO. Predict which catalyst facilitates the given reaction. Reactant: [S:1]1[CH:5]=[CH:4][N:3]=[C:2]1[CH:6]=O.C(OC(=O)C)(=O)C.[N+:15]([CH3:18])([O-:17])=[O:16]. Product: [N+:15](/[CH:18]=[CH:6]/[C:2]1[S:1][CH:5]=[CH:4][N:3]=1)([O-:17])=[O:16]. The catalyst class is: 840.